This data is from HIV replication inhibition screening data with 41,000+ compounds from the AIDS Antiviral Screen. The task is: Binary Classification. Given a drug SMILES string, predict its activity (active/inactive) in a high-throughput screening assay against a specified biological target. (1) The molecule is COc1ccc(Cl)cc1C(=O)c1cc(Cl)cc(S(=O)(=O)N(C)C)c1OC. The result is 0 (inactive). (2) The drug is CCCNC1=C(Cl)C(=O)c2ccccc2C1=O. The result is 0 (inactive). (3) The molecule is Cc1ccccc1N1C(N)=C(C#N)C(C#N)(C#N)C1c1ccccc1. The result is 0 (inactive). (4) The compound is Brc1ccc(C2SCc3nc4ccccc4n32)cc1. The result is 0 (inactive). (5) The drug is COc1ccc2c(c1)CCN1CCCc3ccccc3C21.Cl. The result is 0 (inactive). (6) The molecule is CCOC(=O)C(=Cc1ccc(C(F)(F)F)cc1)[Se]c1ccccc1. The result is 0 (inactive). (7) The molecule is CCOC(=O)CC1COc2ccc3c(c21)OCO3. The result is 0 (inactive). (8) The drug is Cc1ccc(C=Nc2ccc(SSc3ccc(N=Cc4ccc(C)cc4)cc3)cc2)cc1. The result is 0 (inactive). (9) The molecule is CCOc1ccccc1N1CSc2nnc(-c3ccccc3)n2C1. The result is 0 (inactive).